Dataset: Forward reaction prediction with 1.9M reactions from USPTO patents (1976-2016). Task: Predict the product of the given reaction. (1) Given the reactants [Br:1][C:2]1[CH:3]=[CH:4][C:5]([C:8](Cl)=[N:9][OH:10])=[N:6][CH:7]=1.[CH:12]([C:14]1([OH:19])[CH2:18][CH2:17][CH2:16][CH2:15]1)=[CH2:13].C(N(CC)CC)C, predict the reaction product. The product is: [Br:1][C:2]1[CH:3]=[CH:4][C:5]([C:8]2[CH2:13][CH:12]([C:14]3([OH:19])[CH2:18][CH2:17][CH2:16][CH2:15]3)[O:10][N:9]=2)=[N:6][CH:7]=1. (2) The product is: [NH:1]1[C:5]2=[N:6][CH:7]=[CH:8][CH:9]=[C:4]2[C:3]([CH:10]=[C:11]2[C:12](=[O:29])[CH:13]=[C:14]([NH:16][CH2:17][C:18]3[CH:23]=[CH:22][CH:21]=[CH:20][C:19]=3[F:24])[O:15]2)=[CH:2]1. Given the reactants [NH:1]1[C:5]2=[N:6][CH:7]=[CH:8][CH:9]=[C:4]2[C:3]([CH:10]=[C:11]2[O:15][C:14]([NH:16][CH2:17][C:18]3[CH:23]=[CH:22][CH:21]=[CH:20][C:19]=3[F:24])=[C:13](C(OC)=O)[C:12]2=[O:29])=[CH:2]1.[OH-].[K+], predict the reaction product. (3) The product is: [Cl:41][C:42]1[CH:47]=[CH:46][C:45]([S:48]([N:26]2[CH2:27][CH2:28][CH2:29][C@@H:24]([NH:23][C:19]3[N:18]=[C:17]([C:16]4[N:15]5[C:11]([S:12][CH:13]=[CH:14]5)=[N:10][C:9]=4[C:6]4[CH:7]=[CH:8][C:3]([F:2])=[C:4]([O:30][CH3:31])[CH:5]=4)[CH:22]=[CH:21][N:20]=3)[CH2:25]2)(=[O:50])=[O:49])=[CH:44][CH:43]=1. Given the reactants Cl.[F:2][C:3]1[CH:8]=[CH:7][C:6]([C:9]2[N:10]=[C:11]3[N:15]([C:16]=2[C:17]2[CH:22]=[CH:21][N:20]=[C:19]([NH:23][C@@H:24]4[CH2:29][CH2:28][CH2:27][NH:26][CH2:25]4)[N:18]=2)[CH:14]=[CH:13][S:12]3)=[CH:5][C:4]=1[O:30][CH3:31].CCN(C(C)C)C(C)C.[Cl:41][C:42]1[CH:47]=[CH:46][C:45]([S:48](Cl)(=[O:50])=[O:49])=[CH:44][CH:43]=1, predict the reaction product. (4) Given the reactants Br[C:2]1[CH:9]=[CH:8][C:5]([CH:6]=[O:7])=[CH:4][CH:3]=1.[C:10]1([C:16]#[CH:17])[CH:15]=[CH:14][CH:13]=[CH:12][CH:11]=1, predict the reaction product. The product is: [C:10]1([C:16]#[C:17][C:2]2[CH:9]=[CH:8][C:5]([CH:6]=[O:7])=[CH:4][CH:3]=2)[CH:15]=[CH:14][CH:13]=[CH:12][CH:11]=1. (5) Given the reactants ClC1C=C(N2CCN(C(C3N(C4C=CC=CC=4)N=C(C)C=3)=O)CC2)C=CC=1.[CH3:28][O:29][C:30]1[CH:31]=[C:32]([N:38]2[CH2:43][CH2:42][NH:41][CH2:40][CH2:39]2)[CH:33]=[C:34]([O:36][CH3:37])[CH:35]=1.CC1C=C(C(O)=O)N(C2C=CC=CC=2)N=1.[CH3:59][C:60]1[CH:61]=[C:62]([C:71](O)=[O:72])[N:63]([C:65]2[CH:66]=[N:67][CH:68]=[CH:69][CH:70]=2)[N:64]=1, predict the reaction product. The product is: [CH3:28][O:29][C:30]1[CH:31]=[C:32]([N:38]2[CH2:39][CH2:40][N:41]([C:71]([C:62]3[N:63]([C:65]4[CH:66]=[N:67][CH:68]=[CH:69][CH:70]=4)[N:64]=[C:60]([CH3:59])[CH:61]=3)=[O:72])[CH2:42][CH2:43]2)[CH:33]=[C:34]([O:36][CH3:37])[CH:35]=1. (6) Given the reactants [C:1]([O:4][C@H:5]1[C@@H:14]2[O:15]C(C)(C)[O:17][C@@:13]32[C@@H:8]([C@H:9]([C:21]([CH3:25])=[C:22]([Cl:24])[Cl:23])[CH2:10][CH2:11][C@H:12]3[CH3:20])[CH:7]=[C:6]1[CH3:26])(=[O:3])[CH3:2].C1(C)C=CC(S(O)(=O)=O)=CC=1, predict the reaction product. The product is: [C:1]([O:4][CH:5]1[C:6]([CH3:26])=[CH:7][CH:8]2[C:13]([OH:17])([CH:12]([CH3:20])[CH2:11][CH2:10][CH:9]2[C:21]([CH3:25])=[C:22]([Cl:24])[Cl:23])[CH:14]1[OH:15])(=[O:3])[CH3:2].